The task is: Predict the product of the given reaction.. This data is from Forward reaction prediction with 1.9M reactions from USPTO patents (1976-2016). Given the reactants [CH3:1][C:2]([CH3:52])([O:4][C:5](=[O:51])[N:6]([CH3:50])[C@@H:7]([CH3:49])[C:8](=[O:48])[NH:9][C@H:10]([C:20]([N:22]1[C@H:31]([C:32](=[O:44])[NH:33][C@H:34]2[C:43]3[C:38](=[CH:39][CH:40]=[CH:41][CH:42]=3)[CH2:37][CH2:36][CH2:35]2)[CH2:30][C:29]2[C:24](=[CH:25][C:26]([N+:45]([O-])=O)=[CH:27][CH:28]=2)[CH2:23]1)=[O:21])[C:11]([CH3:19])([CH3:18])[S:12][CH2:13][C:14]([O:16][CH3:17])=[O:15])[CH3:3].CO, predict the reaction product. The product is: [NH2:45][C:26]1[CH:25]=[C:24]2[C:29]([CH2:30][C@@H:31]([C:32](=[O:44])[NH:33][C@H:34]3[C:43]4[C:38](=[CH:39][CH:40]=[CH:41][CH:42]=4)[CH2:37][CH2:36][CH2:35]3)[N:22]([C:20]([C@H:10]([C:11]([CH3:18])([CH3:19])[S:12][CH2:13][C:14]([O:16][CH3:17])=[O:15])[NH:9][C:8](=[O:48])[C@H:7]([CH3:49])[N:6]([CH3:50])[C:5](=[O:51])[O:4][C:2]([CH3:52])([CH3:3])[CH3:1])=[O:21])[CH2:23]2)=[CH:28][CH:27]=1.